From a dataset of NCI-60 drug combinations with 297,098 pairs across 59 cell lines. Regression. Given two drug SMILES strings and cell line genomic features, predict the synergy score measuring deviation from expected non-interaction effect. (1) Drug 1: CCC1=CC2CC(C3=C(CN(C2)C1)C4=CC=CC=C4N3)(C5=C(C=C6C(=C5)C78CCN9C7C(C=CC9)(C(C(C8N6C)(C(=O)OC)O)OC(=O)C)CC)OC)C(=O)OC.C(C(C(=O)O)O)(C(=O)O)O. Drug 2: CC1C(C(=O)NC(C(=O)N2CCCC2C(=O)N(CC(=O)N(C(C(=O)O1)C(C)C)C)C)C(C)C)NC(=O)C3=C4C(=C(C=C3)C)OC5=C(C(=O)C(=C(C5=N4)C(=O)NC6C(OC(=O)C(N(C(=O)CN(C(=O)C7CCCN7C(=O)C(NC6=O)C(C)C)C)C)C(C)C)C)N)C. Cell line: DU-145. Synergy scores: CSS=52.6, Synergy_ZIP=-0.276, Synergy_Bliss=0.667, Synergy_Loewe=1.45, Synergy_HSA=0.348. (2) Drug 1: CC(CN1CC(=O)NC(=O)C1)N2CC(=O)NC(=O)C2. Drug 2: CN(CCCl)CCCl.Cl. Cell line: NCI-H226. Synergy scores: CSS=3.75, Synergy_ZIP=-3.48, Synergy_Bliss=-1.64, Synergy_Loewe=-6.05, Synergy_HSA=-4.26. (3) Drug 1: C1=CC(=CC=C1CCC2=CNC3=C2C(=O)NC(=N3)N)C(=O)NC(CCC(=O)O)C(=O)O. Drug 2: CCN(CC)CCNC(=O)C1=C(NC(=C1C)C=C2C3=C(C=CC(=C3)F)NC2=O)C. Cell line: LOX IMVI. Synergy scores: CSS=46.0, Synergy_ZIP=2.29, Synergy_Bliss=0.723, Synergy_Loewe=-4.65, Synergy_HSA=1.02. (4) Drug 1: CC1OCC2C(O1)C(C(C(O2)OC3C4COC(=O)C4C(C5=CC6=C(C=C35)OCO6)C7=CC(=C(C(=C7)OC)O)OC)O)O. Drug 2: N.N.Cl[Pt+2]Cl. Cell line: SK-MEL-28. Synergy scores: CSS=6.61, Synergy_ZIP=-2.05, Synergy_Bliss=5.26, Synergy_Loewe=-11.2, Synergy_HSA=-0.248. (5) Drug 1: CN(C)N=NC1=C(NC=N1)C(=O)N. Drug 2: C1=CC(=CC=C1CCCC(=O)O)N(CCCl)CCCl. Cell line: NCI-H460. Synergy scores: CSS=21.6, Synergy_ZIP=-3.58, Synergy_Bliss=2.54, Synergy_Loewe=-3.83, Synergy_HSA=3.35. (6) Drug 1: CC1CCC2CC(C(=CC=CC=CC(CC(C(=O)C(C(C(=CC(C(=O)CC(OC(=O)C3CCCCN3C(=O)C(=O)C1(O2)O)C(C)CC4CCC(C(C4)OC)OCCO)C)C)O)OC)C)C)C)OC. Drug 2: COC1=C2C(=CC3=C1OC=C3)C=CC(=O)O2. Cell line: M14. Synergy scores: CSS=-3.61, Synergy_ZIP=3.81, Synergy_Bliss=6.61, Synergy_Loewe=-15.5, Synergy_HSA=-5.57.